This data is from Forward reaction prediction with 1.9M reactions from USPTO patents (1976-2016). The task is: Predict the product of the given reaction. (1) The product is: [CH2:1]([N:8]1[C:12]2=[N:13][CH:14]=[C:15]([N:25]([CH3:26])[C:49](=[O:50])[C:48]([C:40]3[CH:39]=[C:38]([C:37]([F:55])([F:54])[F:36])[CH:43]=[C:42]([C:44]([F:47])([F:46])[F:45])[CH:41]=3)([CH3:53])[CH3:52])[C:16]([C:17]3[CH:22]=[CH:21][C:20]([F:23])=[CH:19][C:18]=3[CH3:24])=[C:11]2[CH:10]=[N:9]1)[C:2]1[CH:7]=[CH:6][CH:5]=[CH:4][CH:3]=1. Given the reactants [CH2:1]([N:8]1[C:12]2=[N:13][CH:14]=[C:15]([NH:25][CH3:26])[C:16]([C:17]3[CH:22]=[CH:21][C:20]([F:23])=[CH:19][C:18]=3[CH3:24])=[C:11]2[CH:10]=[N:9]1)[C:2]1[CH:7]=[CH:6][CH:5]=[CH:4][CH:3]=1.CCN(C(C)C)C(C)C.[F:36][C:37]([F:55])([F:54])[C:38]1[CH:39]=[C:40]([C:48]([CH3:53])([CH3:52])[C:49](Cl)=[O:50])[CH:41]=[C:42]([C:44]([F:47])([F:46])[F:45])[CH:43]=1, predict the reaction product. (2) Given the reactants [I:1][CH2:2][CH2:3][CH2:4][C:5]([OH:7])=[O:6].O[N:9]1[C:13](=[O:14])[CH2:12][CH2:11][C:10]1=[O:15].C1(N=C=NC2CCCCC2)CCCCC1, predict the reaction product. The product is: [I:1][CH2:2][CH2:3][CH2:4][C:5]([O:7][N:9]1[C:13](=[O:14])[CH2:12][CH2:11][C:10]1=[O:15])=[O:6]. (3) Given the reactants [OH:1][C:2]1[CH:10]=[CH:9][C:8]([C:11]2[N:12]([C:27]([O:29][C:30]([CH3:33])([CH3:32])[CH3:31])=[O:28])[C:13]3[C:18]([CH:19]=2)=[CH:17][C:16]([CH2:20][N:21]2[CH2:26][CH2:25][CH2:24][CH2:23][CH2:22]2)=[CH:15][CH:14]=3)=[C:7]2[C:3]=1[CH2:4][NH:5][C:6]2=[O:34].C(N(CC)CC)C.[F:42][C:43]([F:55])([F:54])[C:44]1[CH:49]=[CH:48][CH:47]=[CH:46][C:45]=1[S:50](Cl)(=[O:52])=[O:51], predict the reaction product. The product is: [F:55][C:43]([F:42])([F:54])[C:44]1[CH:49]=[CH:48][CH:47]=[CH:46][C:45]=1[S:50]([O:1][C:2]1[CH:10]=[CH:9][C:8]([C:11]2[N:12]([C:27]([O:29][C:30]([CH3:31])([CH3:33])[CH3:32])=[O:28])[C:13]3[C:18]([CH:19]=2)=[CH:17][C:16]([CH2:20][N:21]2[CH2:26][CH2:25][CH2:24][CH2:23][CH2:22]2)=[CH:15][CH:14]=3)=[C:7]2[C:3]=1[CH2:4][NH:5][C:6]2=[O:34])(=[O:51])=[O:52]. (4) Given the reactants [OH:1][CH:2]1[CH2:11][CH2:10][C:9]2[CH:8]=[C:7]([C:12]([O:14][CH3:15])=[O:13])[CH:6]=[CH:5][C:4]=2[CH2:3]1.[N+]([C:19]1[CH:24]=[CH:23][N:22]=[C:21]([C:25]#[N:26])[CH:20]=1)([O-])=O.C(=O)([O-])[O-].[Cs+].[Cs+].O1CCOCC1, predict the reaction product. The product is: [C:25]([C:21]1[CH:20]=[C:19]([O:1][CH:2]2[CH2:11][CH2:10][C:9]3[CH:8]=[C:7]([C:12]([O:14][CH3:15])=[O:13])[CH:6]=[CH:5][C:4]=3[CH2:3]2)[CH:24]=[CH:23][N:22]=1)#[N:26]. (5) The product is: [CH2:25]([O:32][C:33]1[CH:34]=[CH:35][C:36]([CH2:39][CH2:40][NH:41][C:13](=[O:14])[C:12]2[CH:16]=[CH:17][CH:18]=[C:10]([NH:9][C:7]([C:2]3[C:1]([C:19]4[CH:24]=[CH:23][CH:22]=[CH:21][CH:20]=4)=[CH:6][CH:5]=[CH:4][CH:3]=3)=[O:8])[CH:11]=2)=[CH:37][CH:38]=1)[C:26]1[CH:27]=[CH:28][CH:29]=[CH:30][CH:31]=1. Given the reactants [C:1]1([C:19]2[CH:24]=[CH:23][CH:22]=[CH:21][CH:20]=2)[C:2]([C:7]([NH:9][C:10]2[CH:11]=[C:12]([CH:16]=[CH:17][CH:18]=2)[C:13](O)=[O:14])=[O:8])=[CH:3][CH:4]=[CH:5][CH:6]=1.[CH2:25]([O:32][C:33]1[CH:38]=[CH:37][C:36]([CH2:39][CH2:40][NH2:41])=[CH:35][CH:34]=1)[C:26]1[CH:31]=[CH:30][CH:29]=[CH:28][CH:27]=1.CN(C(ON1N=NC2C=CC=CC1=2)=[N+](C)C)C.[B-](F)(F)(F)F.C(N(C(C)C)C(C)C)C, predict the reaction product. (6) Given the reactants [F:1][C:2]([F:13])([F:12])[O:3][C:4]1[CH:11]=[CH:10][C:7](C=O)=[CH:6][CH:5]=1.C(Br)(Br)Br.C[OH:19].[OH-].[K+].CO.[O:24]1[CH2:29][CH2:28][O:27][CH2:26]C1, predict the reaction product. The product is: [CH3:26][O:27][CH:28]([C:7]1[CH:6]=[CH:5][C:4]([O:3][C:2]([F:1])([F:12])[F:13])=[CH:11][CH:10]=1)[C:29]([OH:24])=[O:19]. (7) Given the reactants [CH2:1]([CH:8]1[C:16]2[C:11](=[CH:12][CH:13]=[C:14]([C:17]#[N:18])[CH:15]=2)[C:10](=[O:19])[NH:9]1)[C:2]1[CH:7]=[CH:6][CH:5]=[CH:4][CH:3]=1.[BH4-].[Na+].Cl, predict the reaction product. The product is: [NH2:18][CH2:17][C:14]1[CH:15]=[C:16]2[C:11](=[CH:12][CH:13]=1)[C:10](=[O:19])[NH:9][CH:8]2[CH2:1][C:2]1[CH:7]=[CH:6][CH:5]=[CH:4][CH:3]=1.